This data is from Full USPTO retrosynthesis dataset with 1.9M reactions from patents (1976-2016). The task is: Predict the reactants needed to synthesize the given product. (1) Given the product [CH2:1]([O:3][C:4]([C:6]1[S:7][C:8]2[CH:14]=[C:13]([CH:15]([CH3:19])[C:16]([OH:18])=[O:17])[CH:12]=[CH:11][C:9]=2[CH:10]=1)=[O:5])[CH3:2], predict the reactants needed to synthesize it. The reactants are: [CH2:1]([O:3][C:4]([C:6]1[S:7][C:8]2[CH:14]=[C:13]([C:15](C)([C:19](O)=O)[C:16]([OH:18])=[O:17])[CH:12]=[CH:11][C:9]=2[CH:10]=1)=[O:5])[CH3:2]. (2) Given the product [C:5]([C:9]1[CH:10]=[CH:11][C:12]([CH:15]([S:38][CH:33]2[CH2:37][CH2:36][CH2:35][CH2:34]2)[C:16]2[NH:21][C:20](=[O:22])[C:19]([Cl:24])=[CH:18][CH:17]=2)=[CH:13][CH:14]=1)([CH3:6])([CH3:7])[CH3:8], predict the reactants needed to synthesize it. The reactants are: [Cl-].[Al+3].[Cl-].[Cl-].[C:5]([C:9]1[CH:14]=[CH:13][C:12]([CH:15](OCC2CCCC2)[C:16]2[N:21]=[C:20]([O:22]C)[C:19]([Cl:24])=[CH:18][CH:17]=2)=[CH:11][CH:10]=1)([CH3:8])([CH3:7])[CH3:6].O.[CH:33]1([SH:38])[CH2:37][CH2:36][CH2:35][CH2:34]1. (3) Given the product [NH2:27][C:23]1[CH:22]=[C:21]([C:3]2[CH:4]=[C:5]([NH:8][C:9](=[O:20])[C:10]3[CH:15]=[CH:14][CH:13]=[C:12]([C:16]([F:19])([F:17])[F:18])[CH:11]=3)[CH:6]=[N:7][C:2]=2[CH3:1])[CH:26]=[CH:25][CH:24]=1, predict the reactants needed to synthesize it. The reactants are: [CH3:1][C:2]1[N:7]=[CH:6][C:5]([NH:8][C:9](=[O:20])[C:10]2[CH:15]=[CH:14][CH:13]=[C:12]([C:16]([F:19])([F:18])[F:17])[CH:11]=2)=[CH:4][C:3]=1[C:21]1[CH:26]=[CH:25][CH:24]=[C:23]([N+:27]([O-])=O)[CH:22]=1.C(O)(=O)C.C([O-])([O-])=O.[Na+].[Na+]. (4) Given the product [F:1][C:2]1[CH:11]=[C:10]2[C:5]([C:6]([NH:13][C:3]3[CH:2]=[CH:11][CH:10]=[C:5]([CH3:6])[CH:4]=3)=[N:7][CH:8]=[N:9]2)=[CH:4][C:3]=1[N+:13]([O-:15])=[O:14], predict the reactants needed to synthesize it. The reactants are: [F:1][C:2]1[CH:11]=[C:10]2[C:5]([CH:6]=[N:7][C:8](=O)[NH:9]2)=[CH:4][C:3]=1[N+:13]([O-:15])=[O:14]. (5) Given the product [Br:28][CH2:1][C:2]1[CH:7]=[CH:6][C:5]([C:8]2[O:9][C:10]3[CH:16]=[CH:15][CH:14]=[CH:13][C:11]=3[N:12]=2)=[CH:4][C:3]=1[C:17]([F:20])([F:18])[F:19], predict the reactants needed to synthesize it. The reactants are: [CH3:1][C:2]1[CH:7]=[CH:6][C:5]([C:8]2[O:9][C:10]3[CH:16]=[CH:15][CH:14]=[CH:13][C:11]=3[N:12]=2)=[CH:4][C:3]=1[C:17]([F:20])([F:19])[F:18].C1C(=O)N([Br:28])C(=O)C1.C(OOC(=O)C1C=CC=CC=1)(=O)C1C=CC=CC=1. (6) The reactants are: [CH2:1]([O:3][CH2:4][C:5]1[C:9]2[CH:10]=[N:11][C:12]([NH:14][C:15]([NH:17][C@@H:18]([C:20]3[CH:25]=[CH:24][CH:23]=[CH:22][CH:21]=3)[CH3:19])=[O:16])=[CH:13][C:8]=2[N:7](C(C2C=CC=CC=2)(C2C=CC=CC=2)C2C=CC=CC=2)[N:6]=1)[CH3:2].FC(F)(F)C(O)=O.C([SiH](CC)CC)C. Given the product [CH2:1]([O:3][CH2:4][C:5]1[C:9]2[CH:10]=[N:11][C:12]([NH:14][C:15]([NH:17][C@@H:18]([C:20]3[CH:21]=[CH:22][CH:23]=[CH:24][CH:25]=3)[CH3:19])=[O:16])=[CH:13][C:8]=2[NH:7][N:6]=1)[CH3:2], predict the reactants needed to synthesize it.